Dataset: Catalyst prediction with 721,799 reactions and 888 catalyst types from USPTO. Task: Predict which catalyst facilitates the given reaction. (1) Reactant: [C:1]([C:5]1[CH:6]=[C:7]2[C:12](=[C:13]([F:15])[CH:14]=1)[C:11](=[O:16])[N:10]([C:17]1[CH:27]=[CH:26][CH:25]=[C:24](B3OC(C)(C)C(C)(C)O3)[C:18]=1[CH2:19][O:20][C:21](=[O:23])[CH3:22])[N:9]=[CH:8]2)([CH3:4])([CH3:3])[CH3:2].Br[C:38]1[N:39]=[C:40]([NH:47][C:48]2[CH:53]=[CH:52][C:51]([C:54]([N:56]3[CH2:61][CH2:60][O:59][CH2:58][CH2:57]3)=[O:55])=[CH:50][CH:49]=2)[C:41]2[N:42]([CH:44]=[CH:45][N:46]=2)[CH:43]=1.C([O-])([O-])=O.[K+].[K+].CC(C1C=C(C(C)C)C(C2C=CC=CC=2P(C2CCCCC2)C2CCCCC2)=C(C(C)C)C=1)C. Product: [C:1]([C:5]1[CH:6]=[C:7]2[C:12](=[C:13]([F:15])[CH:14]=1)[C:11](=[O:16])[N:10]([C:17]1[CH:27]=[CH:26][CH:25]=[C:24]([C:38]3[N:39]=[C:40]([NH:47][C:48]4[CH:49]=[CH:50][C:51]([C:54]([N:56]5[CH2:61][CH2:60][O:59][CH2:58][CH2:57]5)=[O:55])=[CH:52][CH:53]=4)[C:41]4[N:42]([CH:44]=[CH:45][N:46]=4)[CH:43]=3)[C:18]=1[CH2:19][O:20][C:21](=[O:23])[CH3:22])[N:9]=[CH:8]2)([CH3:2])([CH3:3])[CH3:4]. The catalyst class is: 333. (2) Reactant: [Cl:1][C:2]1[CH:26]=[CH:25][C:5]([CH2:6][N:7]2[C:15](=[O:16])[C:14]3[N:13]([CH3:17])[C:12]([CH2:18][CH3:19])=[N:11][C:10]=3[N:9]([CH2:20][C:21](O)=[O:22])[C:8]2=[O:24])=[CH:4][CH:3]=1.Cl.[F:28][C:29]1([F:34])[CH2:33][CH2:32][NH:31][CH2:30]1.CN(C(ON1N=NC2C=CC=CC1=2)=[N+](C)C)C.[B-](F)(F)(F)F.CCN(C(C)C)C(C)C. Product: [Cl:1][C:2]1[CH:26]=[CH:25][C:5]([CH2:6][N:7]2[C:15](=[O:16])[C:14]3[N:13]([CH3:17])[C:12]([CH2:18][CH3:19])=[N:11][C:10]=3[N:9]([CH2:20][C:21]([N:31]3[CH2:32][CH2:33][C:29]([F:34])([F:28])[CH2:30]3)=[O:22])[C:8]2=[O:24])=[CH:4][CH:3]=1. The catalyst class is: 46. (3) Product: [Cl:1][C:2]1[CH:7]=[CH:6][C:5]([C:8]2[CH:13]=[N:12][N:11]3[C:14](=[O:17])[N:15]([CH2:26][CH2:27][N:28]4[C:29](=[O:38])[C:30]5[C:31](=[CH:34][CH:35]=[CH:36][CH:37]=5)[C:32]4=[O:33])[N:16]=[C:10]3[C:9]=2[C:18]2[CH:23]=[CH:22][C:21]([Cl:24])=[CH:20][CH:19]=2)=[CH:4][CH:3]=1. The catalyst class is: 39. Reactant: [Cl:1][C:2]1[CH:7]=[CH:6][C:5]([C:8]2[CH:13]=[N:12][N:11]3[C:14](=[O:17])[NH:15][N:16]=[C:10]3[C:9]=2[C:18]2[CH:23]=[CH:22][C:21]([Cl:24])=[CH:20][CH:19]=2)=[CH:4][CH:3]=1.Br[CH2:26][CH2:27][N:28]1[C:32](=[O:33])[C:31]2=[CH:34][CH:35]=[CH:36][CH:37]=[C:30]2[C:29]1=[O:38].C([O-])([O-])=O.[K+].[K+]. (4) Reactant: C1C2C(COC(=O)[NH:17][C:18]3([C:22](=[O:47])[NH:23][C@@H:24]([C:26]4[C:31]([F:32])=[CH:30][C:29]([C:33]5[CH:38]=[C:37]([Cl:39])[CH:36]=[C:35]([F:40])[C:34]=5[C:41]5[N:45]=[C:44]([CH3:46])[O:43][N:42]=5)=[CH:28][N:27]=4)[CH3:25])[CH2:21][O:20][CH2:19]3)C3C(=CC=CC=3)C=2C=CC=1.N1CCCCC1. Product: [Cl:39][C:37]1[CH:36]=[C:35]([F:40])[C:34]([C:41]2[N:45]=[C:44]([CH3:46])[O:43][N:42]=2)=[C:33]([C:29]2[CH:30]=[C:31]([F:32])[C:26]([C@H:24]([NH:23][C:22]([C:18]3([NH2:17])[CH2:21][O:20][CH2:19]3)=[O:47])[CH3:25])=[N:27][CH:28]=2)[CH:38]=1. The catalyst class is: 2. (5) Reactant: [CH2:1]([NH:3][C:4]1[CH:9]=[CH:8][CH:7]=[CH:6][CH:5]=1)[CH3:2].C[C:11]1[CH:12]=[CH:13][CH:14]=[CH:15][C:16]=1C.ClC1CCCCC1=O. Product: [CH2:1]([N:3]1[C:16]2[CH2:15][CH2:14][CH2:13][CH2:12][C:11]=2[C:9]2[C:4]1=[CH:5][CH:6]=[CH:7][CH:8]=2)[CH3:2]. The catalyst class is: 6. (6) Reactant: [Br:1][C:2]1[CH:7]=[CH:6][C:5]([OH:8])=[C:4]([O:9][CH3:10])[CH:3]=1.[CH2:11]([CH:13](Cl)[C:14]1[CH:19]=[CH:18][CH:17]=[CH:16][CH:15]=1)C.[C:21]([O-])([O-])=O.[K+].[K+].O. Product: [Br:1][C:2]1[CH:7]=[CH:6][C:5]([O:8][CH2:21][C:17]2[CH:16]=[CH:15][C:14]([CH2:13][CH3:11])=[CH:19][CH:18]=2)=[C:4]([O:9][CH3:10])[CH:3]=1. The catalyst class is: 3. (7) Reactant: Cl[C:2]1[C:3]2[C@H:10]([CH3:11])[CH2:9][CH2:8][C:4]=2[N:5]=[CH:6][N:7]=1.[CH3:12][C@@H:13]1[NH:18][CH2:17][CH2:16][N:15]([C:19]([O:21][C:22]([CH3:25])([CH3:24])[CH3:23])=[O:20])[CH2:14]1.C(N(C(C)C)CC)(C)C. Product: [CH3:12][C@@H:13]1[N:18]([C:2]2[C:3]3[C@H:10]([CH3:11])[CH2:9][CH2:8][C:4]=3[N:5]=[CH:6][N:7]=2)[CH2:17][CH2:16][N:15]([C:19]([O:21][C:22]([CH3:23])([CH3:25])[CH3:24])=[O:20])[CH2:14]1. The catalyst class is: 514.